This data is from Forward reaction prediction with 1.9M reactions from USPTO patents (1976-2016). The task is: Predict the product of the given reaction. (1) Given the reactants [Cl:1][C:2]1[CH:7]=[C:6]([C:8]2[CH:12]=[C:11]([NH2:13])[NH:10][N:9]=2)[CH:5]=[CH:4][N:3]=1.[CH3:14]NN, predict the reaction product. The product is: [Cl:1][C:2]1[CH:7]=[C:6]([C:8]2[CH:12]=[C:11]([NH2:13])[N:10]([CH3:14])[N:9]=2)[CH:5]=[CH:4][N:3]=1. (2) Given the reactants [C:1]([N:8]([CH3:14])[C@H:9]([C:11]([OH:13])=O)[CH3:10])([O:3][C:4]([CH3:7])([CH3:6])[CH3:5])=[O:2].Cl.C(N=C=NCCCN(C)C)C.O.ON1C2C=CC=CC=2N=N1.C(N(CC)C(C)C)(C)C.[C:47]([C:49]1[CH:50]=[C:51]([CH:53]=[CH:54][CH:55]=1)[NH2:52])#[CH:48].C(=O)([O-])O.[Na+], predict the reaction product. The product is: [C:47]([C:49]1[CH:50]=[C:51]([NH:52][C:11](=[O:13])[C@@H:9]([N:8]([CH3:14])[C:1](=[O:2])[O:3][C:4]([CH3:5])([CH3:6])[CH3:7])[CH3:10])[CH:53]=[CH:54][CH:55]=1)#[CH:48]. (3) Given the reactants [CH3:1][C:2]1[CH:11]=[C:10]([N:12]2[CH2:16][CH2:15][CH2:14][CH2:13]2)[C:9]2[C:4](=[CH:5][C:6]([OH:17])=[CH:7][CH:8]=2)[N:3]=1.[CH2:18](I)[CH3:19], predict the reaction product. The product is: [CH2:18]([O:17][C:6]1[CH:5]=[C:4]2[C:9]([C:10]([N:12]3[CH2:16][CH2:15][CH2:14][CH2:13]3)=[CH:11][C:2]([CH3:1])=[N:3]2)=[CH:8][CH:7]=1)[CH3:19].